Dataset: Peptide-MHC class II binding affinity with 134,281 pairs from IEDB. Task: Regression. Given a peptide amino acid sequence and an MHC pseudo amino acid sequence, predict their binding affinity value. This is MHC class II binding data. The peptide sequence is SLELELIGSKRILDE. The MHC is DRB5_0101 with pseudo-sequence DRB5_0101. The binding affinity (normalized) is 0.635.